This data is from NCI-60 drug combinations with 297,098 pairs across 59 cell lines. The task is: Regression. Given two drug SMILES strings and cell line genomic features, predict the synergy score measuring deviation from expected non-interaction effect. (1) Drug 1: CC1=C(C=C(C=C1)NC2=NC=CC(=N2)N(C)C3=CC4=NN(C(=C4C=C3)C)C)S(=O)(=O)N.Cl. Drug 2: CCCCCOC(=O)NC1=NC(=O)N(C=C1F)C2C(C(C(O2)C)O)O. Cell line: HCT-15. Synergy scores: CSS=-0.732, Synergy_ZIP=1.39, Synergy_Bliss=-0.0214, Synergy_Loewe=-1.11, Synergy_HSA=-1.85. (2) Drug 1: CC1OCC2C(O1)C(C(C(O2)OC3C4COC(=O)C4C(C5=CC6=C(C=C35)OCO6)C7=CC(=C(C(=C7)OC)O)OC)O)O. Drug 2: C1=CC(=CC=C1CCCC(=O)O)N(CCCl)CCCl. Cell line: OVCAR-8. Synergy scores: CSS=45.0, Synergy_ZIP=0.524, Synergy_Bliss=3.68, Synergy_Loewe=-4.77, Synergy_HSA=6.90. (3) Drug 1: COC1=CC(=CC(=C1O)OC)C2C3C(COC3=O)C(C4=CC5=C(C=C24)OCO5)OC6C(C(C7C(O6)COC(O7)C8=CC=CS8)O)O. Drug 2: C1=CN(C=N1)CC(O)(P(=O)(O)O)P(=O)(O)O. Cell line: NCIH23. Synergy scores: CSS=9.30, Synergy_ZIP=-16.3, Synergy_Bliss=-28.0, Synergy_Loewe=-44.2, Synergy_HSA=-25.5. (4) Drug 1: CC1CCC2CC(C(=CC=CC=CC(CC(C(=O)C(C(C(=CC(C(=O)CC(OC(=O)C3CCCCN3C(=O)C(=O)C1(O2)O)C(C)CC4CCC(C(C4)OC)OCCO)C)C)O)OC)C)C)C)OC. Drug 2: C1CNP(=O)(OC1)N(CCCl)CCCl. Cell line: SF-295. Synergy scores: CSS=14.8, Synergy_ZIP=-8.21, Synergy_Bliss=-0.873, Synergy_Loewe=-31.7, Synergy_HSA=-3.06.